Dataset: Cav3 T-type calcium channel HTS with 100,875 compounds. Task: Binary Classification. Given a drug SMILES string, predict its activity (active/inactive) in a high-throughput screening assay against a specified biological target. (1) The molecule is S(c1[nH]c2c(n1)ccc(OC)c2)CC(=O)Nc1c(cccc1)C#N. The result is 0 (inactive). (2) The drug is S(=O)(=O)(N1C(OCC1)CNC(=O)C(=O)NCCCn1ccnc1)c1ccc(F)cc1. The result is 0 (inactive).